This data is from Catalyst prediction with 721,799 reactions and 888 catalyst types from USPTO. The task is: Predict which catalyst facilitates the given reaction. (1) Reactant: [CH3:1][O:2][C:3]1[CH:4]=[C:5]2[C:10](=[CH:11][C:12]=1[O:13][CH3:14])[N:9]=[CH:8][CH:7]=[C:6]2[O:15][C:16]1[C:22]([CH3:23])=[CH:21][C:19]([NH2:20])=[C:18]([CH3:24])[CH:17]=1.ClC(Cl)(O[C:29](=[O:35])[O:30][C:31](Cl)(Cl)Cl)Cl.OC[N:39]1[C:47](=[O:48])[C:46]2[C:41](=[CH:42][CH:43]=[CH:44][CH:45]=2)[C:40]1=[O:49].C(=O)(O)[O-].[Na+]. Product: [CH3:1][O:2][C:3]1[CH:4]=[C:5]2[C:10](=[CH:11][C:12]=1[O:13][CH3:14])[N:9]=[CH:8][CH:7]=[C:6]2[O:15][C:16]1[C:22]([CH3:23])=[CH:21][C:19]([NH:20][C:29](=[O:35])[O:30][CH2:31][N:39]2[C:47](=[O:48])[C:46]3[C:41](=[CH:42][CH:43]=[CH:44][CH:45]=3)[C:40]2=[O:49])=[C:18]([CH3:24])[CH:17]=1. The catalyst class is: 208. (2) Product: [NH2:14][C:15]1[CH:20]=[CH:19][C:18]([C@H:21]2[O:26][CH2:25][CH2:24][N:23]([C:27]([O:29][C:30]([CH3:32])([CH3:31])[CH3:33])=[O:28])[CH2:22]2)=[C:17]([F:34])[CH:16]=1. The catalyst class is: 5. Reactant: C1(C(=[N:14][C:15]2[CH:20]=[CH:19][C:18]([C@H:21]3[O:26][CH2:25][CH2:24][N:23]([C:27]([O:29][C:30]([CH3:33])([CH3:32])[CH3:31])=[O:28])[CH2:22]3)=[C:17]([F:34])[CH:16]=2)C2C=CC=CC=2)C=CC=CC=1.C([O-])(=O)C.[Na+].Cl.NO. (3) Reactant: CON(C)[C:4](=[O:13])[C:5]1[CH:10]=[CH:9][CH:8]=[C:7]([O:11][CH3:12])[CH:6]=1.O1CC[CH2:17][CH2:16]1.C([Mg]Br)C. Product: [CH3:12][O:11][C:7]1[CH:6]=[C:5]([C:4](=[O:13])[CH2:16][CH3:17])[CH:10]=[CH:9][CH:8]=1. The catalyst class is: 6. (4) Reactant: [OH-].[Li+].[CH:3]1([C@H:9]([NH:14][C:15]([C:17]2[CH:22]=[CH:21][C:20]([F:23])=[CH:19][C:18]=2[NH:24][C:25]([NH:27][C:28]2[C:33]([CH3:34])=[CH:32][C:31]([CH3:35])=[CH:30][C:29]=2[CH3:36])=[O:26])=[O:16])[C:10]([O:12]C)=[O:11])[CH2:8][CH2:7][CH2:6][CH2:5][CH2:4]1.CO.O. Product: [CH:3]1([C@H:9]([NH:14][C:15]([C:17]2[CH:22]=[CH:21][C:20]([F:23])=[CH:19][C:18]=2[NH:24][C:25]([NH:27][C:28]2[C:33]([CH3:34])=[CH:32][C:31]([CH3:35])=[CH:30][C:29]=2[CH3:36])=[O:26])=[O:16])[C:10]([OH:12])=[O:11])[CH2:4][CH2:5][CH2:6][CH2:7][CH2:8]1. The catalyst class is: 1. (5) Reactant: [C:1]1([C:11]2[O:15][CH:14]=[N:13][C:12]=2[C:16]#[N:17])[C:10]2[C:5](=[CH:6][CH:7]=[CH:8][CH:9]=2)[CH:4]=[CH:3][CH:2]=1.[Li+].C[Si]([N-][Si](C)(C)C)(C)C.[Cl:28]C(Cl)(Cl)C(Cl)(Cl)Cl. Product: [Cl:28][C:14]1[O:15][C:11]([C:1]2[C:10]3[C:5](=[CH:6][CH:7]=[CH:8][CH:9]=3)[CH:4]=[CH:3][CH:2]=2)=[C:12]([C:16]#[N:17])[N:13]=1. The catalyst class is: 1. (6) Reactant: FC(F)(F)C(O)=[O:4].C([C@@H]1C(OC)=[N:15][C@@H:14]([CH2:19][C@@H:20]([C:23]2[CH:28]=[CH:27][CH:26]=[CH:25][CH:24]=2)[CH2:21][CH3:22])[C:13]([O:29][CH3:30])=N1)(C)C.C(=O)([O-])[O-].[Na+].[Na+]. The catalyst class is: 192. Product: [CH3:30][O:29][C:13](=[O:4])[C@@H:14]([NH2:15])[CH2:19][C@@H:20]([C:23]1[CH:28]=[CH:27][CH:26]=[CH:25][CH:24]=1)[CH2:21][CH3:22].